Dataset: Catalyst prediction with 721,799 reactions and 888 catalyst types from USPTO. Task: Predict which catalyst facilitates the given reaction. (1) Reactant: [C:1]([N:8]1[CH2:13][CH2:12][CH:11]([OH:14])[CH2:10][CH2:9]1)(OC(C)(C)C)=O.C(O)(C(F)(F)F)=O.BrC[CH2:24][O:25][C:26]1[C:31]([O:32][CH2:33][CH2:34][CH:35]([C:37]2[CH:42]=[CH:41][C:40]([F:43])=[CH:39][CH:38]=2)[CH3:36])=[C:30]([O:44][CH3:45])[C:29]([Cl:46])=[C:28]([CH3:47])[C:27]=1[C:48](=[O:50])[CH3:49].C([O-])([O-])=O.[Cs+].[Cs+]. Product: [Cl:46][C:29]1[C:28]([CH3:47])=[C:27]([C:48](=[O:50])[CH3:49])[C:26]([O:25][CH2:24][CH2:1][N:8]2[CH2:9][CH2:10][CH:11]([OH:14])[CH2:12][CH2:13]2)=[C:31]([O:32][CH2:33][CH2:34][CH:35]([C:37]2[CH:42]=[CH:41][C:40]([F:43])=[CH:39][CH:38]=2)[CH3:36])[C:30]=1[O:44][CH3:45]. The catalyst class is: 606. (2) Reactant: [H-].[Na+].[Br:3][C:4]1[CH:5]=[CH:6][C:7]([O:13][CH2:14][CH2:15]Br)=[C:8]([C:10](=[O:12])[CH3:11])[CH:9]=1. Product: [Br:3][C:4]1[CH:5]=[CH:6][C:7]2[O:13][CH2:14][CH2:15][CH2:11][C:10](=[O:12])[C:8]=2[CH:9]=1. The catalyst class is: 1. (3) The catalyst class is: 161. Reactant: [C:1]([C:5]1[CH:6]=[C:7]([N+:16]([O-])=O)[C:8]([O:14][CH3:15])=[C:9]([N+:11]([O-:13])=[O:12])[CH:10]=1)([CH3:4])([CH3:3])[CH3:2].O.O.O.O.O.O.O.O.O.[S-2].[Na+].[Na+]. Product: [C:1]([C:5]1[CH:10]=[C:9]([N+:11]([O-:13])=[O:12])[C:8]([O:14][CH3:15])=[C:7]([CH:6]=1)[NH2:16])([CH3:4])([CH3:2])[CH3:3]. (4) Reactant: [C:1]([C:5]1[CH:27]=[C:8]2[N:9]=[C:10]([CH3:26])[C:11]([CH:14]([CH2:19][C:20]3[CH:25]=[CH:24][CH:23]=[CH:22][CH:21]=3)[C:15]([O:17][CH3:18])=[O:16])=[C:12](Cl)[N:7]2[N:6]=1)([CH3:4])([CH3:3])[CH3:2].B(O)(O)[C:29]1[CH:30]=[CH:31][C:32]([CH3:35])=[CH:33][CH:34]=1.C(N(C(C)C)CC)(C)C. Product: [C:1]([C:5]1[CH:27]=[C:8]2[N:9]=[C:10]([CH3:26])[C:11]([CH:14]([CH2:19][C:20]3[CH:25]=[CH:24][CH:23]=[CH:22][CH:21]=3)[C:15]([O:17][CH3:18])=[O:16])=[C:12]([C:29]3[CH:34]=[CH:33][C:32]([CH3:35])=[CH:31][CH:30]=3)[N:7]2[N:6]=1)([CH3:4])([CH3:3])[CH3:2]. The catalyst class is: 149. (5) The catalyst class is: 21. Reactant: [OH:1][CH:2]1[CH2:7][CH2:6][CH:5]([CH2:8][CH:9]2[CH2:13][CH:12]([O:14][C:15](=[O:20])[C:16]([CH3:19])([CH3:18])[CH3:17])[CH:11]([C:21]3[C:26]([CH3:27])=[CH:25][C:24]([CH3:28])=[CH:23][C:22]=3[CH3:29])[C:10]2=[O:30])[CH2:4][CH2:3]1.CC(C)=O.OS(O)(=O)=O.O=[Cr](=O)=O.O. Product: [O:30]=[C:10]1[CH:9]([CH2:8][CH:5]2[CH2:6][CH2:7][C:2](=[O:1])[CH2:3][CH2:4]2)[CH2:13][CH:12]([O:14][C:15](=[O:20])[C:16]([CH3:19])([CH3:18])[CH3:17])[CH:11]1[C:21]1[C:22]([CH3:29])=[CH:23][C:24]([CH3:28])=[CH:25][C:26]=1[CH3:27]. (6) Reactant: [CH3:13][C:12]([O:11][C:9](O[C:9]([O:11][C:12]([CH3:15])([CH3:14])[CH3:13])=[O:10])=[O:10])([CH3:15])[CH3:14].[Br:16][C:17]1[CH:26]=[C:25]2[C:20]([C:21](=[O:34])[C:22]3[C:32](=[O:33])[NH:31][S:30][C:23]=3[N:24]2[CH:27]2[CH2:29][CH2:28]2)=[CH:19][C:18]=1[F:35].O. Product: [Br:16][C:17]1[CH:26]=[C:25]2[C:20]([C:21](=[O:34])[C:22]3[C:32](=[O:33])[N:31]([C:9]([O:11][C:12]([CH3:13])([CH3:14])[CH3:15])=[O:10])[S:30][C:23]=3[N:24]2[CH:27]2[CH2:29][CH2:28]2)=[CH:19][C:18]=1[F:35]. The catalyst class is: 456.